Predict the reactants needed to synthesize the given product. From a dataset of Full USPTO retrosynthesis dataset with 1.9M reactions from patents (1976-2016). (1) Given the product [F:34][C:33]([F:35])([F:36])[C:32]([C:14]1[CH:15]=[CH:16][CH:17]=[C:12]([C:5]2[CH:6]=[CH:7][C:2]([OH:1])=[CH:3][CH:4]=2)[CH:13]=1)([OH:41])[C:37]([F:38])([F:40])[F:39], predict the reactants needed to synthesize it. The reactants are: [OH:1][C:2]1[CH:7]=[CH:6][C:5](B(O)O)=[CH:4][CH:3]=1.Br[C:12]1[CH:13]=[C:14]([C:32]([OH:41])([C:37]([F:40])([F:39])[F:38])[C:33]([F:36])([F:35])[F:34])[CH:15]=[CH:16][C:17]=1N1CCN(S(C2SC=CC=2)(=O)=O)CC1. (2) Given the product [CH:68]1([CH:58]2[N:59]([CH2:60][C:61]3[CH:66]=[CH:65][C:64]([F:67])=[CH:63][CH:62]=3)[C:19](=[O:21])[C:18]([C:12]3[NH:11][C:10]4[S:9][CH:8]=[C:7]([CH2:6][NH:5][S:2]([CH3:1])(=[O:3])=[O:4])[C:15]=4[S:14](=[O:16])(=[O:17])[N:13]=3)=[C:56]([OH:55])[CH2:57]2)[CH2:70][CH2:69]1, predict the reactants needed to synthesize it. The reactants are: [CH3:1][S:2]([NH:5][CH2:6][C:7]1[C:15]2[S:14](=[O:17])(=[O:16])[N:13]=[C:12]([CH2:18][C:19]([OH:21])=O)[NH:11][C:10]=2[S:9][CH:8]=1)(=[O:4])=[O:3].F[P-](F)(F)(F)(F)F.N1(OC(N(C)C)=[N+](C)C)C2N=CC=CC=2N=N1.CN1CCOCC1.C([O:55][C:56](=O)[CH2:57][CH:58]([CH:68]1[CH2:70][CH2:69]1)[NH:59][CH2:60][C:61]1[CH:66]=[CH:65][C:64]([F:67])=[CH:63][CH:62]=1)C.[O-]CC.[Na+].C(O)C. (3) Given the product [CH2:27]([NH:31][C:4](=[O:19])[C:5]([NH:7][C:8]1[CH:13]=[CH:12][C:11]([O:14][CH3:15])=[CH:10][C:9]=1[N+:16]([O-:18])=[O:17])=[O:6])[CH2:28][CH2:29][CH3:30], predict the reactants needed to synthesize it. The reactants are: C(O[C:4](=[O:19])[C:5]([NH:7][C:8]1[CH:13]=[CH:12][C:11]([O:14][CH3:15])=[CH:10][C:9]=1[N+:16]([O-:18])=[O:17])=[O:6])C.C1(C)C=CC=CC=1.[CH2:27]([NH2:31])[CH2:28][CH2:29][CH3:30]. (4) Given the product [CH3:1][C@@H:2]1[C@H:6]([C:7]2[CH:12]=[CH:11][CH:10]=[CH:9][CH:8]=2)[O:5][C:4](=[O:13])[N:3]1[CH2:16][C:15]#[CH:14], predict the reactants needed to synthesize it. The reactants are: [CH3:1][C@@H:2]1[C@H:6]([C:7]2[CH:12]=[CH:11][CH:10]=[CH:9][CH:8]=2)[O:5][C:4](=[O:13])[NH:3]1.[CH2:14](Br)[C:15]#[CH:16]. (5) Given the product [NH2:1][C@H:2]1[CH2:7][CH2:6][CH2:5][CH2:4][C@H:3]1[NH:8][C:9]1[N:10]=[CH:11][C:12]2[C:18](=[O:19])[NH:17][CH:16]=[C:15]([C:20]3[C:28]4[C:23](=[CH:24][C:25]([C:29]([F:30])([F:32])[F:31])=[CH:26][CH:27]=4)[NH:22][CH:21]=3)[C:13]=2[N:14]=1, predict the reactants needed to synthesize it. The reactants are: [NH2:1][C@H:2]1[CH2:7][CH2:6][CH2:5][CH2:4][C@H:3]1[NH:8][C:9]1[N:10]=[CH:11][C:12]2[C:18](=[O:19])[NH:17][CH:16]=[C:15]([C:20]3[C:28]4[C:23](=[CH:24][C:25]([C:29]([F:32])([F:31])[F:30])=[CH:26][CH:27]=4)[N:22](S(C4C=CC(C)=CC=4)(=O)=O)[CH:21]=3)[C:13]=2[N:14]=1.[OH-].[Na+]. (6) Given the product [C:34]([O:33][C:31]([N:25]1[CH2:30][CH2:29][N:28]([C:9]2[N:8]=[C:7]([NH2:13])[C:6]3[C:11](=[C:2]([Br:1])[C:3]([O:16][CH3:17])=[C:4]([O:14][CH3:15])[CH:5]=3)[N:10]=2)[CH2:27][CH2:26]1)=[O:32])([CH3:37])([CH3:35])[CH3:36], predict the reactants needed to synthesize it. The reactants are: [Br:1][C:2]1[C:3]([O:16][CH3:17])=[C:4]([O:14][CH3:15])[CH:5]=[C:6]2[C:11]=1[N:10]=[C:9](Cl)[N:8]=[C:7]2[NH2:13].C(N(CC)CC)C.[N:25]1([C:31]([O:33][C:34]([CH3:37])([CH3:36])[CH3:35])=[O:32])[CH2:30][CH2:29][NH:28][CH2:27][CH2:26]1. (7) Given the product [Br:20][C:17]1[CH:18]=[CH:19][C:14]([C:11]2[C:10]3[CH:21]=[CH:22][C:7]([O:6][CH2:5][CH2:4][CH2:3][CH2:2][N:27]([CH2:26][CH2:25][O:24][CH3:23])[CH3:28])=[CH:8][C:9]=3[S:13][N:12]=2)=[CH:15][CH:16]=1, predict the reactants needed to synthesize it. The reactants are: Br[CH2:2][CH2:3][CH2:4][CH2:5][O:6][C:7]1[CH:22]=[CH:21][C:10]2[C:11]([C:14]3[CH:19]=[CH:18][C:17]([Br:20])=[CH:16][CH:15]=3)=[N:12][S:13][C:9]=2[CH:8]=1.[CH3:23][O:24][CH2:25][CH2:26][NH:27][CH3:28]. (8) Given the product [CH3:24][N:25]([CH3:28])[CH2:26][CH2:5][S:7][C:15]1[CH:20]=[CH:19][C:18]([N+:21]([O-:23])=[O:22])=[CH:17][CH:16]=1, predict the reactants needed to synthesize it. The reactants are: Cl.CN([CH:5]([SH:7])C)C.C(=O)([O-])[O-].[K+].[K+].F[C:15]1[CH:20]=[CH:19][C:18]([N+:21]([O-:23])=[O:22])=[CH:17][CH:16]=1.[CH3:24][N:25]([CH3:28])[CH:26]=O.